Dataset: Full USPTO retrosynthesis dataset with 1.9M reactions from patents (1976-2016). Task: Predict the reactants needed to synthesize the given product. Given the product [CH3:1][C:2](=[CH2:13])[CH:3]([C:7]1[CH:12]=[CH:11][CH:10]=[CH:9][CH:8]=1)[CH2:4][C:5]#[N:15], predict the reactants needed to synthesize it. The reactants are: [CH3:1][C:2](=[CH2:13])[CH:3]([C:7]1[CH:12]=[CH:11][CH:10]=[CH:9][CH:8]=1)[CH2:4][CH:5]=O.Cl.[NH2:15]O.